This data is from Cav3 T-type calcium channel HTS with 100,875 compounds. The task is: Binary Classification. Given a drug SMILES string, predict its activity (active/inactive) in a high-throughput screening assay against a specified biological target. The compound is Clc1sc(C(=O)COC(=O)Cn2nnnc2)cc1. The result is 0 (inactive).